Dataset: Full USPTO retrosynthesis dataset with 1.9M reactions from patents (1976-2016). Task: Predict the reactants needed to synthesize the given product. (1) Given the product [Cl:15][C:10]1[CH:9]=[C:8]([CH:6]([CH3:7])[CH2:5][C@H:2]2[CH2:3][O:4][C:17]([NH2:16])=[N:1]2)[CH:13]=[CH:12][C:11]=1[Cl:14], predict the reactants needed to synthesize it. The reactants are: [NH2:1][C@@H:2]([CH2:5][CH:6]([C:8]1[CH:13]=[CH:12][C:11]([Cl:14])=[C:10]([Cl:15])[CH:9]=1)[CH3:7])[CH2:3][OH:4].[N:16]#[C:17]Br. (2) Given the product [CH3:33][N:34]1[CH2:39][CH2:38][N:37]([CH:22]2[CH2:23][CH2:24][N:19]([C:15]3[CH:14]=[C:13]([NH:12][C:9]4[N:8]=[CH:7][C:6]([O:5][CH2:4][C:3]5[C:2]([F:1])=[C:29]([F:30])[CH:28]=[C:27]([F:31])[C:26]=5[F:32])=[CH:11][N:10]=4)[CH:18]=[CH:17][CH:16]=3)[CH2:20][CH2:21]2)[CH2:36][CH2:35]1, predict the reactants needed to synthesize it. The reactants are: [F:1][C:2]1[C:29]([F:30])=[CH:28][C:27]([F:31])=[C:26]([F:32])[C:3]=1[CH2:4][O:5][C:6]1[CH:7]=[N:8][C:9]([NH:12][C:13]2[CH:14]=[C:15]([N:19]3[CH2:24][CH2:23][C:22](=O)[CH2:21][CH2:20]3)[CH:16]=[CH:17][CH:18]=2)=[N:10][CH:11]=1.[CH3:33][N:34]1[CH2:39][CH2:38][NH:37][CH2:36][CH2:35]1.C(O[BH-](OC(=O)C)OC(=O)C)(=O)C.[Na+].C(=O)([O-])O.[Na+]. (3) Given the product [C:6]1([NH:12][C:13]2[N:14]([C:18]([C:25]3[CH:26]=[CH:27][CH:28]=[CH:29][CH:30]=3)([C:19]3[CH:24]=[CH:23][CH:22]=[CH:21][CH:20]=3)[C:31]3[CH:36]=[CH:35][CH:34]=[CH:33][CH:32]=3)[CH:15]=[C:16]([C:42]([C:41]3[CH:45]=[C:46]([O:50][CH3:51])[C:47]([O:48][CH3:49])=[C:39]([O:38][CH3:37])[CH:40]=3)=[O:43])[N:17]=2)[CH:11]=[CH:10][CH:9]=[CH:8][CH:7]=1, predict the reactants needed to synthesize it. The reactants are: [Li]C(C)(C)C.[C:6]1([NH:12][C:13]2[N:14]([C:18]([C:31]3[CH:36]=[CH:35][CH:34]=[CH:33][CH:32]=3)([C:25]3[CH:30]=[CH:29][CH:28]=[CH:27][CH:26]=3)[C:19]3[CH:24]=[CH:23][CH:22]=[CH:21][CH:20]=3)[CH:15]=[CH:16][N:17]=2)[CH:11]=[CH:10][CH:9]=[CH:8][CH:7]=1.[CH3:37][O:38][C:39]1[CH:40]=[C:41]([CH:45]=[C:46]([O:50][CH3:51])[C:47]=1[O:48][CH3:49])[C:42](Cl)=[O:43]. (4) Given the product [S:45]1[CH:46]=[CH:47][C:48]2[C:40]([N:37]3[CH2:36][CH2:35][N:34]([CH2:33][CH2:32][CH2:31][CH2:30][O:29][C:26]4[CH:27]=[C:28]5[C:23]([CH2:22][CH2:21][C:20](=[O:49])[N:19]5[CH2:18][O:4][CH2:3][C:2]([F:6])([F:5])[F:1])=[CH:24][CH:25]=4)[CH2:39][CH2:38]3)=[CH:41][CH:42]=[CH:43][C:44]1=2, predict the reactants needed to synthesize it. The reactants are: [F:1][C:2]([F:6])([F:5])[CH2:3][OH:4].[H-].[Na+].C1(OC(=O)O[CH2:18][N:19]2[C:28]3[C:23](=[CH:24][CH:25]=[C:26]([O:29][CH2:30][CH2:31][CH2:32][CH2:33][N:34]4[CH2:39][CH2:38][N:37]([C:40]5[C:48]6[CH:47]=[CH:46][S:45][C:44]=6[CH:43]=[CH:42][CH:41]=5)[CH2:36][CH2:35]4)[CH:27]=3)[CH2:22][CH2:21][C:20]2=[O:49])C=CC=CC=1. (5) Given the product [Cl:8][C:6]1[N:5]=[C:4]([NH:9][CH2:10][C:11]2[O:12][C:13]([CH3:16])=[CH:14][CH:15]=2)[N:3]=[C:2]([NH:17][C:18]2[CH:27]=[CH:26][C:21]3[NH:22][C:23](=[O:25])[NH:24][C:20]=3[CH:19]=2)[N:7]=1, predict the reactants needed to synthesize it. The reactants are: Cl[C:2]1[N:7]=[C:6]([Cl:8])[N:5]=[C:4]([NH:9][CH2:10][C:11]2[O:12][C:13]([CH3:16])=[CH:14][CH:15]=2)[N:3]=1.[NH2:17][C:18]1[CH:27]=[CH:26][C:21]2[NH:22][C:23](=[O:25])[NH:24][C:20]=2[CH:19]=1.CCN(C(C)C)C(C)C.